This data is from Forward reaction prediction with 1.9M reactions from USPTO patents (1976-2016). The task is: Predict the product of the given reaction. (1) Given the reactants Cl[C:2]1[N:7]=[C:6]([S:8][CH2:9][CH3:10])[C:5]([C:11]([NH:13][CH2:14][C:15]2[CH:20]=[CH:19][CH:18]=[C:17]([F:21])[CH:16]=2)=[O:12])=[C:4]([CH3:22])[CH:3]=1.[NH:23]1[CH2:28][CH2:27][O:26][CH2:25][CH2:24]1, predict the reaction product. The product is: [CH2:9]([S:8][C:6]1[C:5]([C:11]([NH:13][CH2:14][C:15]2[CH:20]=[CH:19][CH:18]=[C:17]([F:21])[CH:16]=2)=[O:12])=[C:4]([CH3:22])[CH:3]=[C:2]([N:23]2[CH2:28][CH2:27][O:26][CH2:25][CH2:24]2)[N:7]=1)[CH3:10]. (2) Given the reactants [CH3:1][C:2]([C:6]1[CH:10]=[C:9]([NH:11][C:12]2[N:20]=[CH:19][CH:18]=[CH:17][C:13]=2[C:14](O)=[O:15])[N:8]([C:21]2[CH:26]=[CH:25][CH:24]=[C:23]([F:27])[C:22]=2[O:28][CH3:29])[N:7]=1)([CH3:5])[CH2:3][CH3:4].C(Cl)(=O)C(Cl)=O.[CH3:36]N.C[C:39]#[N:40], predict the reaction product. The product is: [CH3:5][C:2]([C:6]1[CH:10]=[C:9]([NH:11][C:12]2[N:20]=[CH:19][CH:18]=[CH:17][C:13]=2[C:14]([N:40]([CH3:39])[CH3:36])=[O:15])[N:8]([C:21]2[CH:26]=[CH:25][CH:24]=[C:23]([F:27])[C:22]=2[O:28][CH3:29])[N:7]=1)([CH3:1])[CH2:3][CH3:4]. (3) The product is: [CH3:11][N:12]([CH3:14])/[CH:13]=[C:7](\[C:1]1[CH:6]=[CH:5][CH:4]=[CH:3][CH:2]=1)/[C:8](=[O:10])[CH3:9]. Given the reactants [C:1]1([CH2:7][C:8](=[O:10])[CH3:9])[CH:6]=[CH:5][CH:4]=[CH:3][CH:2]=1.[CH3:11][N:12]([CH:14](OC)OC)[CH3:13], predict the reaction product.